From a dataset of NCI-60 drug combinations with 297,098 pairs across 59 cell lines. Regression. Given two drug SMILES strings and cell line genomic features, predict the synergy score measuring deviation from expected non-interaction effect. (1) Drug 1: CC1CCC2CC(C(=CC=CC=CC(CC(C(=O)C(C(C(=CC(C(=O)CC(OC(=O)C3CCCCN3C(=O)C(=O)C1(O2)O)C(C)CC4CCC(C(C4)OC)OCCO)C)C)O)OC)C)C)C)OC. Drug 2: C1CN1C2=NC(=NC(=N2)N3CC3)N4CC4. Cell line: OVCAR-8. Synergy scores: CSS=41.4, Synergy_ZIP=-3.72, Synergy_Bliss=-0.800, Synergy_Loewe=2.31, Synergy_HSA=2.97. (2) Drug 1: CC1=C(C(CCC1)(C)C)C=CC(=CC=CC(=CC(=O)O)C)C. Drug 2: CC1=C(C=C(C=C1)C(=O)NC2=CC(=CC(=C2)C(F)(F)F)N3C=C(N=C3)C)NC4=NC=CC(=N4)C5=CN=CC=C5. Cell line: EKVX. Synergy scores: CSS=1.01, Synergy_ZIP=-1.76, Synergy_Bliss=-1.81, Synergy_Loewe=-2.39, Synergy_HSA=-2.02. (3) Drug 1: C1=NC2=C(N=C(N=C2N1C3C(C(C(O3)CO)O)F)Cl)N. Drug 2: C1CNP(=O)(OC1)N(CCCl)CCCl. Cell line: U251. Synergy scores: CSS=2.44, Synergy_ZIP=-1.21, Synergy_Bliss=-2.56, Synergy_Loewe=0.920, Synergy_HSA=-1.64. (4) Drug 1: CC1C(C(CC(O1)OC2CC(CC3=C2C(=C4C(=C3O)C(=O)C5=C(C4=O)C(=CC=C5)OC)O)(C(=O)CO)O)N)O. Drug 2: C1=CC=C(C=C1)NC(=O)CCCCCCC(=O)NO. Cell line: OVCAR3. Synergy scores: CSS=82.3, Synergy_ZIP=0.494, Synergy_Bliss=-0.544, Synergy_Loewe=-4.10, Synergy_HSA=2.69. (5) Drug 1: CC1=CC=C(C=C1)C2=CC(=NN2C3=CC=C(C=C3)S(=O)(=O)N)C(F)(F)F. Drug 2: C1CCC(C(C1)N)N.C(=O)(C(=O)[O-])[O-].[Pt+4]. Cell line: 786-0. Synergy scores: CSS=14.2, Synergy_ZIP=-5.82, Synergy_Bliss=1.37, Synergy_Loewe=-9.55, Synergy_HSA=-0.838. (6) Drug 1: C1CN1C2=NC(=NC(=N2)N3CC3)N4CC4. Drug 2: C1=NNC2=C1C(=O)NC=N2. Cell line: NCI/ADR-RES. Synergy scores: CSS=21.9, Synergy_ZIP=-7.54, Synergy_Bliss=-0.807, Synergy_Loewe=-12.6, Synergy_HSA=-1.21. (7) Drug 1: CCC(=C(C1=CC=CC=C1)C2=CC=C(C=C2)OCCN(C)C)C3=CC=CC=C3.C(C(=O)O)C(CC(=O)O)(C(=O)O)O. Drug 2: CC(C)(C#N)C1=CC(=CC(=C1)CN2C=NC=N2)C(C)(C)C#N. Cell line: PC-3. Synergy scores: CSS=6.61, Synergy_ZIP=-3.42, Synergy_Bliss=-3.78, Synergy_Loewe=0.0824, Synergy_HSA=-3.50. (8) Cell line: SK-OV-3. Drug 2: CC1=C(C(=O)C2=C(C1=O)N3CC4C(C3(C2COC(=O)N)OC)N4)N. Drug 1: COC1=NC(=NC2=C1N=CN2C3C(C(C(O3)CO)O)O)N. Synergy scores: CSS=10.8, Synergy_ZIP=0.213, Synergy_Bliss=1.88, Synergy_Loewe=-36.7, Synergy_HSA=-4.42. (9) Drug 1: CN(CC1=CN=C2C(=N1)C(=NC(=N2)N)N)C3=CC=C(C=C3)C(=O)NC(CCC(=O)O)C(=O)O. Drug 2: CN(C(=O)NC(C=O)C(C(C(CO)O)O)O)N=O. Cell line: MOLT-4. Synergy scores: CSS=68.9, Synergy_ZIP=-2.04, Synergy_Bliss=-4.76, Synergy_Loewe=-65.1, Synergy_HSA=-4.55. (10) Drug 1: CC1=C(C=C(C=C1)C(=O)NC2=CC(=CC(=C2)C(F)(F)F)N3C=C(N=C3)C)NC4=NC=CC(=N4)C5=CN=CC=C5. Drug 2: C1C(C(OC1N2C=NC(=NC2=O)N)CO)O. Cell line: SN12C. Synergy scores: CSS=-8.18, Synergy_ZIP=-0.118, Synergy_Bliss=-2.59, Synergy_Loewe=-13.8, Synergy_HSA=-12.4.